Dataset: Catalyst prediction with 721,799 reactions and 888 catalyst types from USPTO. Task: Predict which catalyst facilitates the given reaction. (1) The catalyst class is: 1. Reactant: [H-].[Al+3].[Li+].[H-].[H-].[H-].[Br:7][C:8]1[CH:24]=[N:23][C:11]2[NH:12][C:13]3[C:18]([C:10]=2[CH:9]=1)=[CH:17][C:16]([C:19](OC)=[O:20])=[CH:15][CH:14]=3.C(C(C(C([O-])=O)O)O)([O-])=O.[Na+].[K+].S([O-])([O-])(=O)=O.[Na+].[Na+]. Product: [Br:7][C:8]1[CH:24]=[N:23][C:11]2[NH:12][C:13]3[C:18]([C:10]=2[CH:9]=1)=[CH:17][C:16]([CH2:19][OH:20])=[CH:15][CH:14]=3. (2) Reactant: Cl.[Cl:2][C:3]1[CH:8]=[CH:7][C:6]([N:9]2[C:13]([CH3:14])=[C:12]([CH3:15])[S:11][C:10]2=[NH:16])=[CH:5][CH:4]=1.C(N(C(C)C)CC)(C)C.[N:26]1([C:31](Cl)=[O:32])[CH2:30][CH2:29][CH2:28][CH2:27]1. Product: [Cl:2][C:3]1[CH:4]=[CH:5][C:6]([N:9]2[C:13]([CH3:14])=[C:12]([CH3:15])[S:11]/[C:10]/2=[N:16]\[C:31]([N:26]2[CH2:30][CH2:29][CH2:28][CH2:27]2)=[O:32])=[CH:7][CH:8]=1. The catalyst class is: 10. (3) Reactant: [C:1]1([CH:11]=[O:12])[C:10]2[C:5](=[CH:6][CH:7]=[CH:8][CH:9]=2)[CH:4]=[CH:3][CH:2]=1.[OH-:13].[K+]. Product: [CH3:2][C:1]([CH3:11])([CH2:10][OH:13])[CH:11]([C:1]1[C:10]2[C:5](=[CH:6][CH:7]=[CH:8][CH:9]=2)[CH:4]=[CH:3][CH:2]=1)[OH:12]. The catalyst class is: 8. (4) Reactant: [Cl-].[CH2:2]([O:4][CH:5]([P+](C1C=CC=CC=1)(C1C=CC=CC=1)C1C=CC=CC=1)[C:6]([O:8][CH2:9][CH3:10])=[O:7])[CH3:3].C(=O)([O-])[O-].[K+].[K+].[CH2:36]([O:43][C:44]1[CH:51]=[CH:50][C:47]([CH:48]=O)=[C:46]([CH3:52])[CH:45]=1)[C:37]1[CH:42]=[CH:41][CH:40]=[CH:39][CH:38]=1. Product: [CH2:9]([O:8][C:6](=[O:7])/[C:5](/[O:4][CH2:2][CH3:3])=[CH:48]/[C:47]1[CH:50]=[CH:51][C:44]([O:43][CH2:36][C:37]2[CH:42]=[CH:41][CH:40]=[CH:39][CH:38]=2)=[CH:45][C:46]=1[CH3:52])[CH3:10]. The catalyst class is: 32. (5) Reactant: [CH2:1]([O:3][C:4]([C:6]1[C:15](=[O:16])[C:14]2[C:9](=[C:10]([CH2:19][CH2:20][CH2:21][C@@H:22]3[CH2:26][C@@H:25]([O:27]CC4C=CC(OC)=CC=4)[CH2:24][NH:23]3)[C:11]([F:18])=[C:12]([F:17])[CH:13]=2)[N:8]([CH:37]2[CH2:39][CH2:38]2)[CH:7]=1)=[O:5])[CH3:2].FC(F)(F)C(O)=O. Product: [CH:37]1([N:8]2[C:9]3[C:14](=[CH:13][C:12]([F:17])=[C:11]([F:18])[C:10]=3[CH2:19][CH2:20][CH2:21][C@@H:22]3[CH2:26][C@@H:25]([OH:27])[CH2:24][NH:23]3)[C:15](=[O:16])[C:6]([C:4]([O:3][CH2:1][CH3:2])=[O:5])=[CH:7]2)[CH2:39][CH2:38]1. The catalyst class is: 4.